Dataset: Full USPTO retrosynthesis dataset with 1.9M reactions from patents (1976-2016). Task: Predict the reactants needed to synthesize the given product. (1) Given the product [CH3:9][Si:10]([C:13]#[C:14][C:2]1[CH:8]=[CH:7][C:5]([NH2:6])=[CH:4][CH:3]=1)([CH3:12])[CH3:11], predict the reactants needed to synthesize it. The reactants are: I[C:2]1[CH:8]=[CH:7][C:5]([NH2:6])=[CH:4][CH:3]=1.[CH3:9][Si:10]([C:13]#[CH:14])([CH3:12])[CH3:11]. (2) Given the product [Cl:3][C:4]1[CH:9]=[N:8][CH:7]=[C:6]([O:10][CH2:16][CH3:17])[CH:5]=1, predict the reactants needed to synthesize it. The reactants are: [H-].[Na+].[Cl:3][C:4]1[CH:5]=[C:6]([OH:10])[CH:7]=[N:8][CH:9]=1.CN(C=O)C.[CH2:16](I)[CH3:17].